From a dataset of Forward reaction prediction with 1.9M reactions from USPTO patents (1976-2016). Predict the product of the given reaction. (1) The product is: [Cl:16][C:17]1[N:22]=[C:10]([N:11]2[CH2:14][CH2:15][O:28][CH:13]([CH2:2][OH:1])[CH2:12]2)[C:9]2[S:23][CH:21]=[CH:20][C:19]=2[N:18]=1. Given the reactants [OH:1][CH2:2]C1OCCNC1.[CH3:9][CH2:10][N:11]([CH2:14][CH3:15])[CH2:12][CH3:13].[Cl:16][C:17]1[N:18]=[C:19](Cl)[C:20]2C=C[S:23][C:21]=2[N:22]=1.C[OH:28], predict the reaction product. (2) Given the reactants [CH3:1][O:2][C:3]1[CH:8]=[C:7]([CH3:9])[CH:6]=[C:5]([O:10][CH3:11])[C:4]=1[CH3:12].CO[C:15](OC)(OC)[C:16]1C=CC=C[CH:17]=1.[K].C(Br)CCC, predict the reaction product. The product is: [CH2:12]([C:4]1[C:5]([O:10][CH3:11])=[CH:6][C:7]([CH3:9])=[CH:8][C:3]=1[O:2][CH3:1])[CH2:15][CH2:16][CH3:17]. (3) Given the reactants [CH:1]1[CH:6]=[C:5]2[C:7]3[C:14]([C:15]([OH:17])=O)=[CH:13][CH:12]=[CH:11][C:8]=3[C:9](=[O:10])[C:4]2=[CH:3][CH:2]=1.S(Cl)([Cl:20])=O, predict the reaction product. The product is: [CH:11]1[C:8]2[C:9](=[O:10])[C:4]3[C:5](=[CH:6][CH:1]=[CH:2][CH:3]=3)[C:7]=2[C:14]([C:15]([Cl:20])=[O:17])=[CH:13][CH:12]=1. (4) Given the reactants [CH:1]1([C:7]2([CH3:15])[N:11]([CH3:12])[C:10](=[O:13])[NH:9][C:8]2=[O:14])[CH2:6][CH2:5][CH2:4][CH2:3][CH2:2]1.[O:16]1[C:20]2[CH:21]=[CH:22][C:23]([C:25](=[O:28])[CH2:26]Br)=[CH:24][C:19]=2[O:18][CH2:17]1, predict the reaction product. The product is: [O:16]1[C:20]2[CH:21]=[CH:22][C:23]([C:25](=[O:28])[CH2:26][N:9]3[C:8](=[O:14])[C:7]([CH:1]4[CH2:2][CH2:3][CH2:4][CH2:5][CH2:6]4)([CH3:15])[N:11]([CH3:12])[C:10]3=[O:13])=[CH:24][C:19]=2[O:18][CH2:17]1. (5) Given the reactants [Cl:1][C:2]1[N:3]([CH3:13])[C:4](=[O:12])[CH:5]=[CH:6][C:7]=1[C:8]([O:10][CH3:11])=[O:9].CN(C=O)C.C1C(=O)N([Br:26])C(=O)C1, predict the reaction product. The product is: [Br:26][C:5]1[C:4](=[O:12])[N:3]([CH3:13])[C:2]([Cl:1])=[C:7]([C:8]([O:10][CH3:11])=[O:9])[CH:6]=1.